From a dataset of Reaction yield outcomes from USPTO patents with 853,638 reactions. Predict the reaction yield, written as a fraction of the theoretical maximum amount of product (1.0 means a 100% yield; for example, 0.34 means a 34% yield). (1) The reactants are [CH3:1][C@H:2]1[NH:7][C@@H:6]([CH3:8])[CH2:5][N:4]([CH2:9][C:10]2[C:18]3[O:17][CH2:16][C:15](=[O:19])[C:14]=3[CH:13]=[CH:12][C:11]=2[OH:20])[CH2:3]1.[NH:21]1[C:29]2[C:24](=[CH:25][CH:26]=[CH:27][CH:28]=2)[C:23]([CH:30]=O)=[N:22]1.N1CCCCC1. The catalyst is CO. The product is [NH:21]1[C:29]2[C:24](=[CH:25][CH:26]=[CH:27][CH:28]=2)[C:23](/[CH:30]=[C:16]2\[O:17][C:18]3[C:10]([CH2:9][N:4]4[CH2:5][C@H:6]([CH3:8])[NH:7][C@H:2]([CH3:1])[CH2:3]4)=[C:11]([OH:20])[CH:12]=[CH:13][C:14]=3[C:15]\2=[O:19])=[N:22]1. The yield is 0.810. (2) The reactants are Br[C:2]1[CH:3]=[C:4]([NH:15][CH2:16][C:17]2[C:22]([CH3:23])=[CH:21][CH:20]=[CH:19][C:18]=2[CH3:24])[C:5]2[N:9]=[C:8]([CH2:10][O:11][CH3:12])[N:7]([CH3:13])[C:6]=2[CH:14]=1.C(N([CH2:30][CH3:31])CC)C.C1(P(C2C=CC=CC=2)C2C=CC=CC=2)C=CC=CC=1.[C]=[O:52].[CH2:53]([OH:55])C. The catalyst is C([O-])(=O)C.[Pd+2].C([O-])(=O)C.O. The product is [CH3:24][C:18]1[CH:19]=[CH:20][CH:21]=[C:22]([CH3:23])[C:17]=1[CH2:16][NH:15][C:4]1[C:5]2[N:9]=[C:8]([CH2:10][O:11][CH3:12])[N:7]([CH3:13])[C:6]=2[CH:14]=[C:2]([C:53]([O:55][CH2:30][CH3:31])=[O:52])[CH:3]=1. The yield is 0.810. (3) The reactants are [CH3:1][C:2]([OH:13])([CH3:12])[CH2:3][N:4]1[CH:8]=[CH:7][C:6]([N+:9]([O-])=O)=[N:5]1.[H][H]. The catalyst is [Pd].C(O)C. The product is [NH2:9][C:6]1[CH:7]=[CH:8][N:4]([CH2:3][C:2]([CH3:12])([OH:13])[CH3:1])[N:5]=1. The yield is 0.940.